Predict the reaction yield, written as a fraction of the theoretical maximum amount of product (1.0 means a 100% yield; for example, 0.34 means a 34% yield). From a dataset of Reaction yield outcomes from USPTO patents with 853,638 reactions. (1) The reactants are Br[C:2]1[CH:24]=[C:23]([F:25])[CH:22]=[CH:21][C:3]=1[O:4][CH2:5][C:6]([N:8]([CH:18]([CH3:20])[CH3:19])[NH:9][C:10](=[O:17])[C:11]1[CH:16]=[CH:15][CH:14]=[CH:13][CH:12]=1)=[O:7].C([O-])([O-])=O.[Na+].[Na+].[CH3:32][O:33][C:34]([C:36]1[CH:41]=[CH:40][CH:39]=[CH:38][C:37]=1B(O)O)=[O:35]. The catalyst is COCCOC. The product is [CH3:32][O:33][C:34]([C:36]1[CH:41]=[CH:40][CH:39]=[CH:38][C:37]=1[C:2]1[CH:24]=[C:23]([F:25])[CH:22]=[CH:21][C:3]=1[O:4][CH2:5][C:6]([N:8]([CH:18]([CH3:20])[CH3:19])[NH:9][C:10](=[O:17])[C:11]1[CH:16]=[CH:15][CH:14]=[CH:13][CH:12]=1)=[O:7])=[O:35]. The yield is 0.140. (2) The reactants are C([O:8][C:9]1[CH:43]=[CH:42][C:12]([O:13][CH2:14][CH2:15][CH:16]2[CH2:21][CH2:20][N:19]([C:22]3[CH:23]=[N:24][CH:25]=[C:26]([O:28][CH2:29][C@@H:30]4[CH2:34][CH2:33][CH2:32][N:31]4[C:35]([O:37][C:38]([CH3:41])([CH3:40])[CH3:39])=[O:36])[CH:27]=3)[CH2:18][CH2:17]2)=[CH:11][CH:10]=1)C1C=CC=CC=1. The catalyst is [Pd].CO.C(Cl)Cl. The product is [OH:8][C:9]1[CH:43]=[CH:42][C:12]([O:13][CH2:14][CH2:15][CH:16]2[CH2:17][CH2:18][N:19]([C:22]3[CH:23]=[N:24][CH:25]=[C:26]([O:28][CH2:29][C@@H:30]4[CH2:34][CH2:33][CH2:32][N:31]4[C:35]([O:37][C:38]([CH3:39])([CH3:40])[CH3:41])=[O:36])[CH:27]=3)[CH2:20][CH2:21]2)=[CH:11][CH:10]=1. The yield is 0.920. (3) The reactants are [Cl:1][C:2]1[CH:3]=[C:4]([CH:9]2[C:18]3[C:13](=[CH:14][C:15](B4OC(C)(C)C(C)(C)O4)=[CH:16][CH:17]=3)[CH2:12][N:11]([C:28]([O:30][C:31]([CH3:34])([CH3:33])[CH3:32])=[O:29])[CH2:10]2)[CH:5]=[CH:6][C:7]=1[Cl:8].[Cl:35][C:36]1[N:37]=[N:38][C:39](Cl)=[CH:40][CH:41]=1.C(=O)([O-])[O-].[Cs+].[Cs+]. The catalyst is CN(C=O)C.O.C1C=CC(P(C2C=CC=CC=2)[C-]2C=CC=C2)=CC=1.C1C=CC(P(C2C=CC=CC=2)[C-]2C=CC=C2)=CC=1.Cl[Pd]Cl.[Fe+2]. The product is [Cl:35][C:36]1[N:37]=[N:38][C:39]([C:15]2[CH:14]=[C:13]3[C:18]([CH:9]([C:4]4[CH:5]=[CH:6][C:7]([Cl:8])=[C:2]([Cl:1])[CH:3]=4)[CH2:10][N:11]([C:28]([O:30][C:31]([CH3:34])([CH3:32])[CH3:33])=[O:29])[CH2:12]3)=[CH:17][CH:16]=2)=[CH:40][CH:41]=1. The yield is 0.790.